From a dataset of Catalyst prediction with 721,799 reactions and 888 catalyst types from USPTO. Predict which catalyst facilitates the given reaction. (1) Reactant: [C:1]([O:5][C:6]([N:8]1[CH2:13][CH2:12][N:11]([C:14]2[NH:15][C:16]([C:21]3[CH:26]=[CH:25][N:24]=[C:23]([Cl:27])[CH:22]=3)=[CH:17][C:18]=2[C:19]#[N:20])[CH2:10][CH2:9]1)=[O:7])([CH3:4])([CH3:3])[CH3:2].[H-].[Na+].[CH3:30]I. Product: [C:1]([O:5][C:6]([N:8]1[CH2:9][CH2:10][N:11]([C:14]2[N:15]([CH3:30])[C:16]([C:21]3[CH:26]=[CH:25][N:24]=[C:23]([Cl:27])[CH:22]=3)=[CH:17][C:18]=2[C:19]#[N:20])[CH2:12][CH2:13]1)=[O:7])([CH3:4])([CH3:2])[CH3:3]. The catalyst class is: 1. (2) Reactant: [CH:1]1([C:4]2[CH:9]=[CH:8][CH:7]=[CH:6][C:5]=2[NH:10][C:11]([NH:13]C(=O)C2C=CC=CC=2)=[S:12])[CH2:3][CH2:2]1.[OH-].[Na+].Cl. Product: [CH:1]1([C:4]2[CH:9]=[CH:8][CH:7]=[CH:6][C:5]=2[NH:10][C:11]([NH2:13])=[S:12])[CH2:2][CH2:3]1. The catalyst class is: 5.